From a dataset of Reaction yield outcomes from USPTO patents with 853,638 reactions. Predict the reaction yield, written as a fraction of the theoretical maximum amount of product (1.0 means a 100% yield; for example, 0.34 means a 34% yield). (1) The reactants are [CH:1]([NH:4][CH2:5][CH2:6][C:7]1[CH:8]=[C:9]([OH:13])[CH:10]=[CH:11][CH:12]=1)([CH3:3])[CH3:2].[C:14](O[C:14]([O:16][C:17]([CH3:20])([CH3:19])[CH3:18])=[O:15])([O:16][C:17]([CH3:20])([CH3:19])[CH3:18])=[O:15]. The catalyst is C(Cl)Cl. The product is [OH:13][C:9]1[CH:8]=[C:7]([CH:12]=[CH:11][CH:10]=1)[CH2:6][CH2:5][N:4]([CH:1]([CH3:3])[CH3:2])[C:14](=[O:15])[O:16][C:17]([CH3:20])([CH3:19])[CH3:18]. The yield is 0.230. (2) The reactants are [NH:1]1[C:5]2=[N:6][CH:7]=[C:8]([C:10]([OH:12])=[O:11])[CH:9]=[C:4]2[CH:3]=[CH:2]1.[Cl:13]N1C(=O)CCC1=O. The catalyst is CN(C)C=O.O. The product is [Cl:13][C:3]1[C:4]2[C:5](=[N:6][CH:7]=[C:8]([C:10]([OH:12])=[O:11])[CH:9]=2)[NH:1][CH:2]=1. The yield is 0.550. (3) The reactants are S(=O)(=O)(O)O.[Cl:6][C:7]1[CH:8]=[CH:9][C:10]2[N:11]([CH:13]=[C:14]([C:16]3[CH:17]=[N:18]C(Cl)=C[CH:21]=3)[N:15]=2)[CH:12]=1.O[NH:24][C:25](=[O:32])[C:26]1[CH:31]=[CH:30][CH:29]=[CH:28][CH:27]=1.[C:33]([OH:36])(=O)[CH3:34].[C:37](OCC)(=O)C. No catalyst specified. The product is [Cl:6][C:7]1[CH:8]=[CH:9][C:10]2[N:11]([C:13]([CH2:37][NH:24][C:25](=[O:32])[C:26]3[CH:31]=[CH:30][CH:29]=[CH:28][CH:27]=3)=[C:14]([C:16]3[CH:17]=[N:18][C:33]([OH:36])=[CH:34][CH:21]=3)[N:15]=2)[CH:12]=1. The yield is 0.143. (4) The reactants are [Br:1][C:2]1[CH:7]=[CH:6][C:5]([NH2:8])=[CH:4][C:3]=1[CH3:9].[OH-].[Na+].[CH3:12][C:13]([CH3:18])=[CH:14][C:15](Cl)=[O:16]. The catalyst is C(Cl)Cl. The product is [Br:1][C:2]1[CH:7]=[CH:6][C:5]([NH:8][C:15](=[O:16])[CH:14]=[C:13]([CH3:18])[CH3:12])=[CH:4][C:3]=1[CH3:9]. The yield is 0.986.